From a dataset of Retrosynthesis with 50K atom-mapped reactions and 10 reaction types from USPTO. Predict the reactants needed to synthesize the given product. Given the product Cc1cccc(NC(=O)NCC(=O)N(CC(=O)NCc2ccccc2)c2ccccc2)c1, predict the reactants needed to synthesize it. The reactants are: Cc1cccc(N=C=O)c1.NCC(=O)N(CC(=O)NCc1ccccc1)c1ccccc1.